Dataset: NCI-60 drug combinations with 297,098 pairs across 59 cell lines. Task: Regression. Given two drug SMILES strings and cell line genomic features, predict the synergy score measuring deviation from expected non-interaction effect. (1) Drug 1: C1CCC(C1)C(CC#N)N2C=C(C=N2)C3=C4C=CNC4=NC=N3. Drug 2: CS(=O)(=O)CCNCC1=CC=C(O1)C2=CC3=C(C=C2)N=CN=C3NC4=CC(=C(C=C4)OCC5=CC(=CC=C5)F)Cl. Cell line: RPMI-8226. Synergy scores: CSS=1.93, Synergy_ZIP=5.77, Synergy_Bliss=14.0, Synergy_Loewe=1.66, Synergy_HSA=3.13. (2) Drug 1: COC1=NC(=NC2=C1N=CN2C3C(C(C(O3)CO)O)O)N. Drug 2: CC1C(C(CC(O1)OC2CC(CC3=C2C(=C4C(=C3O)C(=O)C5=CC=CC=C5C4=O)O)(C(=O)C)O)N)O. Cell line: SF-539. Synergy scores: CSS=44.5, Synergy_ZIP=0.373, Synergy_Bliss=0.566, Synergy_Loewe=-35.5, Synergy_HSA=1.50. (3) Drug 1: CNC(=O)C1=CC=CC=C1SC2=CC3=C(C=C2)C(=NN3)C=CC4=CC=CC=N4. Drug 2: CC1=C(C(=O)C2=C(C1=O)N3CC4C(C3(C2COC(=O)N)OC)N4)N. Cell line: LOX IMVI. Synergy scores: CSS=27.6, Synergy_ZIP=-2.41, Synergy_Bliss=-3.57, Synergy_Loewe=-9.91, Synergy_HSA=-2.34. (4) Drug 1: CC=C1C(=O)NC(C(=O)OC2CC(=O)NC(C(=O)NC(CSSCCC=C2)C(=O)N1)C(C)C)C(C)C. Drug 2: CN(CC1=CN=C2C(=N1)C(=NC(=N2)N)N)C3=CC=C(C=C3)C(=O)NC(CCC(=O)O)C(=O)O. Cell line: CAKI-1. Synergy scores: CSS=39.9, Synergy_ZIP=-9.10, Synergy_Bliss=-6.59, Synergy_Loewe=-9.51, Synergy_HSA=-3.39. (5) Drug 1: CC=C1C(=O)NC(C(=O)OC2CC(=O)NC(C(=O)NC(CSSCCC=C2)C(=O)N1)C(C)C)C(C)C. Drug 2: CC1=C(C(=CC=C1)Cl)NC(=O)C2=CN=C(S2)NC3=CC(=NC(=N3)C)N4CCN(CC4)CCO. Cell line: UACC-257. Synergy scores: CSS=56.9, Synergy_ZIP=-1.73, Synergy_Bliss=-1.99, Synergy_Loewe=-35.5, Synergy_HSA=-1.42. (6) Drug 1: C1CC(C1)(C(=O)O)C(=O)O.[NH2-].[NH2-].[Pt+2]. Drug 2: CN1C2=C(C=C(C=C2)N(CCCl)CCCl)N=C1CCCC(=O)O.Cl. Cell line: NCI-H322M. Synergy scores: CSS=-1.44, Synergy_ZIP=0.123, Synergy_Bliss=-1.73, Synergy_Loewe=-2.28, Synergy_HSA=-2.91. (7) Drug 1: CC12CCC3C(C1CCC2=O)CC(=C)C4=CC(=O)C=CC34C. Drug 2: CC1=C(C(=CC=C1)Cl)NC(=O)C2=CN=C(S2)NC3=CC(=NC(=N3)C)N4CCN(CC4)CCO. Cell line: DU-145. Synergy scores: CSS=35.6, Synergy_ZIP=-0.852, Synergy_Bliss=1.51, Synergy_Loewe=-1.63, Synergy_HSA=1.56. (8) Drug 1: CN(C)N=NC1=C(NC=N1)C(=O)N. Drug 2: CS(=O)(=O)CCNCC1=CC=C(O1)C2=CC3=C(C=C2)N=CN=C3NC4=CC(=C(C=C4)OCC5=CC(=CC=C5)F)Cl. Cell line: SN12C. Synergy scores: CSS=2.57, Synergy_ZIP=-1.74, Synergy_Bliss=-2.20, Synergy_Loewe=-6.93, Synergy_HSA=-2.15. (9) Drug 1: CN(C)N=NC1=C(NC=N1)C(=O)N. Drug 2: C(CN)CNCCSP(=O)(O)O. Cell line: SF-539. Synergy scores: CSS=6.24, Synergy_ZIP=-1.47, Synergy_Bliss=0.780, Synergy_Loewe=-4.27, Synergy_HSA=-0.202. (10) Drug 1: CN(C)N=NC1=C(NC=N1)C(=O)N. Drug 2: COCCOC1=C(C=C2C(=C1)C(=NC=N2)NC3=CC=CC(=C3)C#C)OCCOC.Cl. Cell line: EKVX. Synergy scores: CSS=5.46, Synergy_ZIP=-3.02, Synergy_Bliss=-0.313, Synergy_Loewe=-9.73, Synergy_HSA=-1.82.